This data is from Full USPTO retrosynthesis dataset with 1.9M reactions from patents (1976-2016). The task is: Predict the reactants needed to synthesize the given product. (1) Given the product [N+:1]([C:4]1[CH:5]=[CH:6][C:7]([S:10]([N:13]=[C:17]2[CH2:16][CH2:21][CH2:20][CH2:31][I:24]2[C:25]2[CH:30]=[CH:29][CH:28]=[CH:27][CH:26]=2)(=[O:11])=[O:12])=[CH:8][CH:9]=1)([O-:3])=[O:2], predict the reactants needed to synthesize it. The reactants are: [N+:1]([C:4]1[CH:9]=[CH:8][C:7]([S:10]([NH2:13])(=[O:12])=[O:11])=[CH:6][CH:5]=1)([O-:3])=[O:2].[OH-].[K+].[C:16](O)(=O)[CH3:17].[C:20](O)(=O)[CH3:21].[I:24][C:25]1[CH:30]=[CH:29][CH:28]=[CH:27][CH:26]=1.[CH3:31]O. (2) Given the product [Cl:1][C:2]1[CH:7]=[C:6]([CH:20]=[O:21])[C:5]([Cl:8])=[CH:4][N:3]=1, predict the reactants needed to synthesize it. The reactants are: [Cl:1][C:2]1[CH:7]=[CH:6][C:5]([Cl:8])=[CH:4][N:3]=1.[Li+].CC([N-]C(C)C)C.CN([CH:20]=[O:21])C.Cl.[OH-].[Na+]. (3) Given the product [F:30][C:31]1[CH:32]=[C:33]([C@H:38]2[CH2:43][CH2:42][C@H:41]([CH:2]=[O:3])[CH2:40][CH2:39]2)[CH:34]=[C:35]([F:37])[CH:36]=1, predict the reactants needed to synthesize it. The reactants are: [Cl-].[CH3:2][O:3]C[P+](C1C=CC=CC=1)(C1C=CC=CC=1)C1C=CC=CC=1.CC(C)([O-])C.[K+].[F:30][C:31]1[CH:32]=[C:33]([CH:38]2[CH2:43][CH2:42][C:41](=O)[CH2:40][CH2:39]2)[CH:34]=[C:35]([F:37])[CH:36]=1.O. (4) Given the product [Br:8][C:7]1[C:2]2[N:1]=[C:13]([CH2:14][CH3:15])[S:10][C:3]=2[CH:4]=[C:5]([F:9])[CH:6]=1, predict the reactants needed to synthesize it. The reactants are: [NH2:1][C:2]1[C:7]([Br:8])=[CH:6][C:5]([F:9])=[CH:4][C:3]=1[SH:10].CN1C(=O)[CH2:15][CH2:14][CH2:13]1.C(Cl)(=O)CC.